Predict which catalyst facilitates the given reaction. From a dataset of Catalyst prediction with 721,799 reactions and 888 catalyst types from USPTO. (1) Reactant: [CH2:1]([C:3]1[N:7]2[CH:8]=[CH:9][CH:10]=[C:11]([C:12]([F:15])([F:14])[F:13])[C:6]2=[N:5][C:4]=1[NH:16][S:17]([C:20]1[CH:25]=[CH:24][CH:23]=[CH:22][CH:21]=1)(=[O:19])=[O:18])[CH3:2].[C:43]1(P([C:39]2[CH:44]=[CH:43][CH:42]=[CH:41]C=2)[C:43]2[CH:44]=[CH:39]C=[CH:41][CH:42]=2)[CH:44]=[CH:39]C=[CH:41][CH:42]=1.CC(OC(/N=N/C(OC(C)C)=O)=O)C. Product: [CH:43]1([CH2:42][CH2:41][N:16]([C:4]2[N:5]=[C:6]3[C:11]([C:12]([F:13])([F:14])[F:15])=[CH:10][CH:9]=[CH:8][N:7]3[C:3]=2[CH2:1][CH3:2])[S:17]([C:20]2[CH:25]=[CH:24][CH:23]=[CH:22][CH:21]=2)(=[O:18])=[O:19])[CH2:44][CH2:39]1. The catalyst class is: 299. (2) Reactant: O.S(=O)(=O)(O)O.[Cl:7][C:8]1[C:9]([CH:37]2OCC[O:38]2)=[C:10]([O:32][C:33]([F:36])([F:35])[F:34])[CH:11]=[C:12]2[C:17]=1[N:16]=[CH:15][N:14]([CH2:18][C:19]1[CH:24]=[C:23]([Cl:25])[CH:22]=[CH:21][C:20]=1[S:26]([CH2:29][CH3:30])(=[O:28])=[O:27])[C:13]2=[O:31]. Product: [Cl:7][C:8]1[C:9]([CH:37]=[O:38])=[C:10]([O:32][C:33]([F:34])([F:36])[F:35])[CH:11]=[C:12]2[C:17]=1[N:16]=[CH:15][N:14]([CH2:18][C:19]1[CH:24]=[C:23]([Cl:25])[CH:22]=[CH:21][C:20]=1[S:26]([CH2:29][CH3:30])(=[O:27])=[O:28])[C:13]2=[O:31]. The catalyst class is: 37. (3) The catalyst class is: 1. Reactant: C([O:3][C:4](=[O:15])[CH:5]([O:7][C:8]1[CH:13]=[CH:12][C:11]([CH3:14])=[CH:10][CH:9]=1)[CH3:6])C.[OH-].[Na+]. Product: [C:11]1([CH3:14])[CH:12]=[CH:13][C:8]([O:7][CH:5]([CH3:6])[C:4]([OH:15])=[O:3])=[CH:9][CH:10]=1.